Dataset: Reaction yield outcomes from USPTO patents with 853,638 reactions. Task: Predict the reaction yield, written as a fraction of the theoretical maximum amount of product (1.0 means a 100% yield; for example, 0.34 means a 34% yield). (1) The reactants are Cl[C:2]1[CH:3]=[C:4]([CH:8]=[C:9]([C:11]2[CH:12]=[CH:13][C:14]3[O:18][C:17]([C:19]4[CH:24]=[CH:23][C:22]([F:25])=[CH:21][CH:20]=4)=[C:16]([C:26](=[O:29])[NH:27][CH3:28])[C:15]=3[CH:30]=2)[CH:10]=1)[C:5](O)=[O:6].[CH3:31][CH:32]([CH3:35])[CH2:33][NH2:34].C(N(C(C)C)C(C)C)C.CN(C(ON1N=NC2C=CC=NC1=2)=[N+](C)C)C.F[P-](F)(F)(F)(F)F.[Cl:69]CCl. The catalyst is C(#N)C.CN(C=O)C. The product is [Cl:69][C:3]1[CH:2]=[CH:10][C:9]([C:11]2[CH:12]=[CH:13][C:14]3[O:18][C:17]([C:19]4[CH:24]=[CH:23][C:22]([F:25])=[CH:21][CH:20]=4)=[C:16]([C:26]([NH:27][CH3:28])=[O:29])[C:15]=3[CH:30]=2)=[CH:8][C:4]=1[C:5](=[O:6])[NH:34][CH2:33][CH:32]([CH3:35])[CH3:31]. The yield is 0.520. (2) The yield is 0.880. The catalyst is O1CCOCC1.C(Cl)Cl.C1C=CC([P]([Pd]([P](C2C=CC=CC=2)(C2C=CC=CC=2)C2C=CC=CC=2)([P](C2C=CC=CC=2)(C2C=CC=CC=2)C2C=CC=CC=2)[P](C2C=CC=CC=2)(C2C=CC=CC=2)C2C=CC=CC=2)(C2C=CC=CC=2)C2C=CC=CC=2)=CC=1. The reactants are [F:1][C:2]1[CH:3]=[N:4][CH:5]=[C:6]([N:8]2[CH:12]=[C:11](B3OC(C)(C)C(C)(C)O3)[C:10]([CH3:22])=[N:9]2)[CH:7]=1.Br[C:24]1[CH:29]=[CH:28][CH:27]=[C:26]([C:30]([F:33])([F:32])[F:31])[N:25]=1.C([O-])([O-])=O.[Na+].[Na+]. The product is [F:1][C:2]1[CH:7]=[C:6]([N:8]2[CH:12]=[C:11]([C:24]3[CH:29]=[CH:28][CH:27]=[C:26]([C:30]([F:33])([F:32])[F:31])[N:25]=3)[C:10]([CH3:22])=[N:9]2)[CH:5]=[N:4][CH:3]=1. (3) The reactants are C([NH:5][S:6]([C:9]1[CH:14]=[CH:13][CH:12]=[C:11]([C:15]2[CH:20]=[C:19]([C:21]3[N:26]=[C:25]([C:27]4[CH:32]=[CH:31][C:30]([Cl:33])=[CH:29][CH:28]=4)[CH:24]=[C:23]([C:34]([F:37])([F:36])[F:35])[N:22]=3)[CH:18]=[CH:17][N:16]=2)[CH:10]=1)(=[O:8])=[O:7])(C)(C)C.C(O)(C(F)(F)F)=O. The catalyst is ClCCl. The product is [Cl:33][C:30]1[CH:29]=[CH:28][C:27]([C:25]2[CH:24]=[C:23]([C:34]([F:36])([F:37])[F:35])[N:22]=[C:21]([C:19]3[CH:18]=[CH:17][N:16]=[C:15]([C:11]4[CH:10]=[C:9]([S:6]([NH2:5])(=[O:8])=[O:7])[CH:14]=[CH:13][CH:12]=4)[CH:20]=3)[N:26]=2)=[CH:32][CH:31]=1. The yield is 0.630. (4) The reactants are [NH:1]([C:6]([O:8][CH2:9][CH:10]1[C:22]2[C:17](=[CH:18][CH:19]=[CH:20][CH:21]=2)[C:16]2[C:11]1=[CH:12][CH:13]=[CH:14][CH:15]=2)=[O:7])[CH2:2][C:3](O)=[O:4].CN(C)CCCN=C=NCC.ON1C2C=CC=CC=2N=N1.C(N(CC)CC)C.Cl.[CH3:52][O:53][C:54](=[O:74])[CH:55]([NH2:73])[CH:56]([C:61]1[CH:66]=[CH:65][C:64]([C:67]2[CH:72]=[CH:71][CH:70]=[CH:69][CH:68]=2)=[CH:63][CH:62]=1)[C:57]([O:59][CH3:60])=[O:58]. The catalyst is CN(C)C=O. The product is [CH3:60][O:59][C:57](=[O:58])[CH:56]([C:61]1[CH:62]=[CH:63][C:64]([C:67]2[CH:68]=[CH:69][CH:70]=[CH:71][CH:72]=2)=[CH:65][CH:66]=1)[CH:55]([NH:73][C:3](=[O:4])[CH2:2][NH:1][C:6]([O:8][CH2:9][CH:10]1[C:11]2[CH:12]=[CH:13][CH:14]=[CH:15][C:16]=2[C:17]2[C:22]1=[CH:21][CH:20]=[CH:19][CH:18]=2)=[O:7])[C:54]([O:53][CH3:52])=[O:74]. The yield is 0.540. (5) The reactants are [Br:1][C:2]1[CH:7]=[C:6]([N+:8]([O-:10])=[O:9])[CH:5]=[CH:4][C:3]=1[O:11]C. The catalyst is CN(C=O)C.CCOC(C)=O.Cl. The product is [Br:1][C:2]1[CH:7]=[C:6]([N+:8]([O-:10])=[O:9])[CH:5]=[CH:4][C:3]=1[OH:11]. The yield is 0.520. (6) The reactants are C(N(C(C)C)CC)(C)C.FC(F)(F)C(O)=O.[CH3:17][O:18][C:19](=[O:38])[CH2:20][C:21]1[CH:30]=[C:29]([CH:31]2[CH2:36][CH2:35][NH:34][CH2:33][CH2:32]2)[C:28]2[C:23](=[CH:24][CH:25]=[C:26]([F:37])[CH:27]=2)[CH:22]=1.[Cl:39][C:40]1[CH:41]=[C:42]([S:47](Cl)(=[O:49])=[O:48])[CH:43]=[C:44]([Cl:46])[CH:45]=1. The catalyst is O1CCCC1. The product is [CH3:17][O:18][C:19](=[O:38])[CH2:20][C:21]1[CH:30]=[C:29]([CH:31]2[CH2:36][CH2:35][N:34]([S:47]([C:42]3[CH:41]=[C:40]([Cl:39])[CH:45]=[C:44]([Cl:46])[CH:43]=3)(=[O:49])=[O:48])[CH2:33][CH2:32]2)[C:28]2[C:23](=[CH:24][CH:25]=[C:26]([F:37])[CH:27]=2)[CH:22]=1. The yield is 0.420. (7) The catalyst is C1COCC1.CC(C)=O.[Cu]Cl. The product is [CH3:8][C@H:9]([CH2:11][CH2:12][CH2:13][CH3:14])[CH2:10][CH2:33][C:31]([OH:34])=[O:32]. The reactants are [Cl-].[Li+].C([Mg]Br)C.C(Br)[CH2:8][C@H:9]([CH2:11][CH2:12][CH:13]=[C:14](C)C)[CH3:10].CC(=CCC[C@H](C)CCCC)C.C[C:31]([CH3:33])=[O:32].[OH:34]S(O)(=O)=O.O=[Cr](=O)=O. The yield is 0.590. (8) The reactants are Cl[C:2]1[N:7]=[CH:6][N:5]=[C:4]([NH:8][C:9]2[CH:10]=[C:11]([CH:16]=[CH:17][C:18]=2[CH3:19])[C:12]([NH:14][CH3:15])=[O:13])[CH:3]=1.Cl.[CH3:21][NH:22][CH2:23][C:24]([CH3:27])([CH3:26])[CH3:25].CCN(C(C)C)C(C)C. The catalyst is CS(C)=O. The product is [CH3:25][C:24]([CH3:27])([CH3:26])[CH2:23][N:22]([CH3:21])[C:2]1[N:7]=[CH:6][N:5]=[C:4]([NH:8][C:9]2[CH:10]=[C:11]([CH:16]=[CH:17][C:18]=2[CH3:19])[C:12]([NH:14][CH3:15])=[O:13])[CH:3]=1. The yield is 0.990. (9) The reactants are [CH3:1][C:2]([C:6]1[C:11]([C:12]#[C:13][Si](C)(C)C)=[CH:10][CH:9]=[CH:8][N:7]=1)([CH3:5])[C:3]#[N:4].C1COCC1.[OH-].[Na+].Cl. The catalyst is CCOC(C)=O.CCCCCC. The product is [C:12]([C:11]1[C:6]([C:2]([CH3:5])([CH3:1])[C:3]#[N:4])=[N:7][CH:8]=[CH:9][CH:10]=1)#[CH:13]. The yield is 0.830.